From a dataset of Full USPTO retrosynthesis dataset with 1.9M reactions from patents (1976-2016). Predict the reactants needed to synthesize the given product. Given the product [CH2:58]([O:57][C:53](=[O:56])[CH2:54][O:31][C:27]1[CH:28]=[CH:29][CH:30]=[C:25]([O:24][C:23]2[CH:32]=[CH:33][C:20]([CH2:19][N:8]([CH2:1][C:2]3[CH:3]=[CH:4][CH:5]=[CH:6][CH:7]=3)[C:9]3[CH:14]=[CH:13][CH:12]=[C:11]([N+:15]([O-:17])=[O:16])[C:10]=3[CH3:18])=[CH:21][CH:22]=2)[CH:26]=1)[CH3:59], predict the reactants needed to synthesize it. The reactants are: [CH2:1]([N:8]([CH2:19][C:20]1[CH:33]=[CH:32][C:23]([O:24][C:25]2[CH:26]=[C:27]([OH:31])[CH:28]=[CH:29][CH:30]=2)=[CH:22][CH:21]=1)[C:9]1[CH:14]=[CH:13][CH:12]=[C:11]([N+:15]([O-:17])=[O:16])[C:10]=1[CH3:18])[C:2]1[CH:7]=[CH:6][CH:5]=[CH:4][CH:3]=1.C1(P(C2C=CC=CC=2)C2C=CC=CC=2)C=CC=CC=1.[C:53]([O:57][CH2:58][CH3:59])(=[O:56])[CH2:54]O.